This data is from TCR-epitope binding with 47,182 pairs between 192 epitopes and 23,139 TCRs. The task is: Binary Classification. Given a T-cell receptor sequence (or CDR3 region) and an epitope sequence, predict whether binding occurs between them. (1) The epitope is FLNGSCGSV. The TCR CDR3 sequence is CASSLDRAGTDTQYF. Result: 1 (the TCR binds to the epitope). (2) The epitope is FLASKIGRLV. The TCR CDR3 sequence is CASSPGTGLSYEQYF. Result: 1 (the TCR binds to the epitope). (3) The epitope is RLYYDSMSY. The TCR CDR3 sequence is CATSSPMGSTDTQYF. Result: 0 (the TCR does not bind to the epitope).